From a dataset of Reaction yield outcomes from USPTO patents with 853,638 reactions. Predict the reaction yield, written as a fraction of the theoretical maximum amount of product (1.0 means a 100% yield; for example, 0.34 means a 34% yield). (1) The reactants are [CH:1]12[CH2:7][CH:4]([CH2:5][CH2:6]1)[CH:3]=[CH:2]2.C=CCCCC.CO.Cl. The catalyst is C1(C)C=CC=CC=1.[Ti].C1(C(C2([B-](C3C(F)=C(F)C(F)=C(F)C=3F)(C3C(F)=C(F)C(F)=C(F)C=3F)C3C(F)=C(F)C(F)=C(F)C=3F)C(F)=C(F)C(F)=C(F)C2F)(C2C=CC=CC=2)C2C=CC=CC=2)C=CC=CC=1. The product is [CH2:6]=[CH:1][CH2:2][CH2:3][CH2:4][CH3:5].[CH:1]12[CH2:7][CH:4]([CH2:5][CH2:6]1)[CH:3]=[CH:2]2. The yield is 0.127. (2) The yield is 0.320. The reactants are [C:1]1([CH3:18])[CH:6]=[CH:5][C:4]([C:7]2[CH:8]=[C:9]3[C:14](=[CH:15][CH:16]=2)[CH2:13][C:12](=[O:17])[CH2:11][CH2:10]3)=[CH:3][CH:2]=1.[C:19](=O)([O:23]CC)[O:20][CH2:21][CH3:22]. The product is [O:17]=[C:12]1[CH2:11][CH2:10][C:9]2[C:14](=[CH:15][CH:16]=[C:7]([C:4]3[CH:3]=[CH:2][C:1]([CH3:18])=[CH:6][CH:5]=3)[CH:8]=2)[CH:13]1[C:19]([O:20][CH2:21][CH3:22])=[O:23]. No catalyst specified. (3) The reactants are F[C:2]1[CH:7]=[CH:6][C:5]([S:8]([CH3:11])(=[O:10])=[O:9])=[CH:4][CH:3]=1.[C@H:12]12[CH2:18][C@H:15]([NH:16][CH2:17]1)[CH2:14][NH:13]2.C([O-])([O-])=O.[K+].[K+]. The catalyst is CN(C=O)C. The product is [CH3:11][S:8]([C:5]1[CH:6]=[CH:7][C:2]([N:13]2[CH2:14][C@@H:15]3[CH2:18][C@H:12]2[CH2:17][NH:16]3)=[CH:3][CH:4]=1)(=[O:10])=[O:9]. The yield is 0.370. (4) The reactants are [C:1]([N:8]1[CH:12]=[CH:11]N=C1)(N1C=CN=C1)=[O:2].C(OC([N:20]1[CH2:25][CH2:24][CH:23]([OH:26])[CH2:22][CH2:21]1)=O)(C)(C)C.[CH:27]([C:30]1[CH:36]=CC(N)=[CH:32][CH:31]=1)([CH3:29])[CH3:28].C(O)(C(F)(F)F)=O. The catalyst is C(Cl)Cl. The product is [NH:20]1[CH2:21][CH2:22][CH:23]([O:26][C:1](=[O:2])[NH:8][C:12]2[CH:11]=[CH:36][C:30]([CH:27]([CH3:29])[CH3:28])=[CH:31][CH:32]=2)[CH2:24][CH2:25]1. The yield is 0.250. (5) The reactants are [F:1][C:2]1[CH:9]=[C:8]([I:10])[CH:7]=[CH:6][C:3]=1[CH:4]=[O:5].[CH3:11][Mg]Cl.[Cl-].[NH4+]. The catalyst is O1CCCC1.C(OCC)(=O)C. The product is [F:1][C:2]1[CH:9]=[C:8]([I:10])[CH:7]=[CH:6][C:3]=1[CH:4]([OH:5])[CH3:11]. The yield is 0.840. (6) The reactants are [F:1][C:2]1[CH:24]=[CH:23][C:5]([O:6][C:7]2[CH:8]=[C:9]3[C:13](=[CH:14][C:15]=2[C:16](N)=[O:17])[N:12]([CH2:19][CH:20]([CH3:22])[CH3:21])[N:11]=[CH:10]3)=[CH:4][CH:3]=1.C(N1C=CN=C1)(N1C=CN=C1)=O.[CH3:37][NH:38][CH:39]1[CH2:44][CH2:43][N:42]([CH3:45])[CH2:41][CH2:40]1. The catalyst is C1COCC1. The product is [CH3:37][N:38]([CH:39]1[CH2:44][CH2:43][N:42]([CH3:45])[CH2:41][CH2:40]1)[C:16]([C:15]1[CH:14]=[C:13]2[C:9]([CH:10]=[N:11][N:12]2[CH2:19][CH:20]([CH3:22])[CH3:21])=[CH:8][C:7]=1[O:6][C:5]1[CH:4]=[CH:3][C:2]([F:1])=[CH:24][CH:23]=1)=[O:17]. The yield is 0.0300. (7) The reactants are [CH2:1]([O:3][C:4](=[O:26])[C:5]1[CH:10]=[CH:9][C:8]([C:11]#[C:12][C:13]2[CH:22]=[CH:21][C:20]3[C:19](=O)[CH2:18][CH2:17][C:16]([CH3:25])([CH3:24])[C:15]=3[CH:14]=2)=[CH:7][CH:6]=1)[CH3:2].[CH:27]1([NH2:30])[CH2:29][CH2:28]1.C(O)(=O)C.C([BH3-])#N.[Na+]. The catalyst is ClCCl.C(#N)C.O.C(=O)([O-])[O-].[Na+].[Na+]. The product is [CH2:1]([O:3][C:4](=[O:26])[C:5]1[CH:6]=[CH:7][C:8]([C:11]#[C:12][C:13]2[CH:22]=[CH:21][C:20]3[CH:19]([NH:30][CH:27]4[CH2:29][CH2:28]4)[CH2:18][CH2:17][C:16]([CH3:25])([CH3:24])[C:15]=3[CH:14]=2)=[CH:9][CH:10]=1)[CH3:2]. The yield is 0.620.